From a dataset of Forward reaction prediction with 1.9M reactions from USPTO patents (1976-2016). Predict the product of the given reaction. Given the reactants [CH3:1][C:2]([CH3:21])([CH3:20])[C:3]([C:5]1[C:13]2[C:8](=[CH:9][C:10]([O:14][CH3:15])=[CH:11][CH:12]=2)[N:7]([CH2:16][C:17](O)=[O:18])[N:6]=1)=[O:4].C1C=CC2N(O)N=NC=2C=1.Cl.[CH2:33]([NH:35][CH2:36][C:37]([CH3:40])([CH3:39])[CH3:38])[CH3:34].CCN(C(C)C)C(C)C, predict the reaction product. The product is: [CH3:21][C:2]([CH3:20])([CH3:1])[C:3]([C:5]1[C:13]2[C:8](=[CH:9][C:10]([O:14][CH3:15])=[CH:11][CH:12]=2)[N:7]([CH2:16][C:17]([N:35]([CH2:36][C:37]([CH3:40])([CH3:39])[CH3:38])[CH2:33][CH3:34])=[O:18])[N:6]=1)=[O:4].